Dataset: Full USPTO retrosynthesis dataset with 1.9M reactions from patents (1976-2016). Task: Predict the reactants needed to synthesize the given product. (1) Given the product [F:23][C:2]([F:24])([F:1])[C:3]1[CH:4]=[C:5]([C:13]2[N:17]=[CH:16][N:15](/[CH:18]=[CH:19]\[C:20]([NH:26][NH:25][C:27]3[CH:32]=[CH:31][CH:30]=[CH:29][N:28]=3)=[O:21])[N:14]=2)[CH:6]=[C:7]([C:9]([F:11])([F:10])[F:12])[CH:8]=1, predict the reactants needed to synthesize it. The reactants are: [F:1][C:2]([F:24])([F:23])[C:3]1[CH:4]=[C:5]([C:13]2[N:17]=[CH:16][N:15](/[CH:18]=[CH:19]\[C:20](O)=[O:21])[N:14]=2)[CH:6]=[C:7]([C:9]([F:12])([F:11])[F:10])[CH:8]=1.[NH:25]([C:27]1[CH:32]=[CH:31][CH:30]=[CH:29][N:28]=1)[NH2:26].C(P1(=O)OP(CCC)(=O)OP(CCC)(=O)O1)CC.CCN(C(C)C)C(C)C. (2) Given the product [F:1][C:2]1[CH:3]=[C:4]2[C:8](=[C:9](/[CH:11]=[CH:12]/[C:13]([OH:15])=[O:14])[CH:10]=1)[NH:7][CH:6]=[C:5]2[CH3:17], predict the reactants needed to synthesize it. The reactants are: [F:1][C:2]1[CH:3]=[C:4]2[C:8](=[C:9]([CH:11]=[CH:12][C:13]([O:15]C)=[O:14])[CH:10]=1)[NH:7][CH:6]=[C:5]2[CH3:17].[OH-].[Na+]. (3) Given the product [NH2:16][CH2:15][C:14]1[C:13]([N:12]=[CH:11][C:10]2[CH:21]=[CH:22][C:23]([O:25][CH3:26])=[CH:24][C:9]=2[O:8][CH3:7])=[N:20][CH:19]=[CH:18][CH:17]=1, predict the reactants needed to synthesize it. The reactants are: [H-].[Al+3].[Li+].[H-].[H-].[H-].[CH3:7][O:8][C:9]1[CH:24]=[C:23]([O:25][CH3:26])[CH:22]=[CH:21][C:10]=1[CH2:11][NH:12][C:13]1[N:20]=[CH:19][CH:18]=[CH:17][C:14]=1[C:15]#[N:16].